From a dataset of Full USPTO retrosynthesis dataset with 1.9M reactions from patents (1976-2016). Predict the reactants needed to synthesize the given product. (1) Given the product [Cl:1][C:2]1[CH:3]=[C:4]([CH:12]=[CH:13][C:14]=1[Cl:15])[O:5][CH:6]1[CH2:11][CH2:10][N:9]([CH2:18][CH:17]([OH:16])[CH2:19][CH2:20][N:21]2[C:29](=[O:30])[C:28]3[C:23](=[CH:24][CH:25]=[CH:26][CH:27]=3)[C:22]2=[O:31])[CH2:8][CH2:7]1, predict the reactants needed to synthesize it. The reactants are: [Cl:1][C:2]1[CH:3]=[C:4]([CH:12]=[CH:13][C:14]=1[Cl:15])[O:5][CH:6]1[CH2:11][CH2:10][NH:9][CH2:8][CH2:7]1.[O:16]1[CH2:18][CH:17]1[CH2:19][CH2:20][N:21]1[C:29](=[O:30])[C:28]2[C:23](=[CH:24][CH:25]=[CH:26][CH:27]=2)[C:22]1=[O:31]. (2) Given the product [Cl-:27].[CH3:26][N+:24]([CH3:25])([CH2:28][C:29]([O:31][C:32]1[CH:37]=[CH:36][C:35]([CH:38]([CH3:40])[CH3:39])=[C:34]([CH3:41])[CH:33]=1)=[O:30])[CH2:23][CH2:22][CH2:21][NH:20][C:1](=[O:19])[CH2:2][CH2:3][CH2:4][CH2:5][CH2:6][CH2:7][CH2:8][CH2:9][CH2:10][CH2:11][CH2:12][CH2:13][CH2:14][CH2:15][CH2:16][CH2:17][CH3:18], predict the reactants needed to synthesize it. The reactants are: [C:1]([NH:20][CH2:21][CH2:22][CH2:23][N:24]([CH3:26])[CH3:25])(=[O:19])[CH2:2][CH2:3][CH2:4][CH2:5][CH2:6][CH2:7][CH2:8][CH2:9][CH2:10][CH2:11][CH2:12][CH2:13][CH2:14][CH2:15][CH2:16][CH2:17][CH3:18].[Cl:27][CH2:28][C:29]([O:31][C:32]1[CH:37]=[CH:36][C:35]([CH:38]([CH3:40])[CH3:39])=[C:34]([CH3:41])[CH:33]=1)=[O:30].ClCC([O-])=O. (3) The reactants are: [O:1]=[C:2]1[C:11]2[C:6](=[CH:7][CH:8]=[CH:9][CH:10]=2)[C:5]([CH2:12][C:13]2[CH:14]=[C:15]([CH:19]=[CH:20][CH:21]=2)[C:16](O)=[O:17])=[N:4][NH:3]1.[NH:22]1[CH2:32][CH2:31][CH:25]([C:26]([O:28]CC)=[O:27])[CH2:24][CH2:23]1.N1(OC(N(C)C)=[N+](C)C)C2C=CC=CC=2N=N1.C(N(CC)C(C)C)(C)C.[OH-].[Na+]. Given the product [O:1]=[C:2]1[C:11]2[C:6](=[CH:7][CH:8]=[CH:9][CH:10]=2)[C:5]([CH2:12][C:13]2[CH:14]=[C:15]([CH:19]=[CH:20][CH:21]=2)[C:16]([N:22]2[CH2:23][CH2:24][CH:25]([C:26]([OH:28])=[O:27])[CH2:31][CH2:32]2)=[O:17])=[N:4][NH:3]1, predict the reactants needed to synthesize it. (4) Given the product [C:1]([N:4]([O:13][CH2:14][C:15]1[CH:20]=[CH:19][CH:18]=[CH:17][CH:16]=1)[C@H:5]([C:10]([OH:12])=[O:11])[C@@H:6]([CH2:8][F:9])[O:7][Si:21]([C:24]([CH3:27])([CH3:26])[CH3:25])([CH3:23])[CH3:22])([OH:3])=[O:2], predict the reactants needed to synthesize it. The reactants are: [C:1]([N:4]([O:13][CH2:14][C:15]1[CH:20]=[CH:19][CH:18]=[CH:17][CH:16]=1)[C@H:5]([C:10]([OH:12])=[O:11])[C@@H:6]([CH2:8][F:9])[OH:7])([OH:3])=[O:2].[Si:21](Cl)([C:24]([CH3:27])([CH3:26])[CH3:25])([CH3:23])[CH3:22].N1C=CN=C1.C(O)(=O)C. (5) Given the product [Br:1][C:2]1[CH:7]=[N:6][CH:5]=[C:4]([CH2:8][Cl:12])[CH:3]=1, predict the reactants needed to synthesize it. The reactants are: [Br:1][C:2]1[CH:3]=[C:4]([CH2:8]O)[CH:5]=[N:6][CH:7]=1.S(Cl)([Cl:12])=O.[OH-].[Na+]. (6) Given the product [OH:11][CH2:10][C:9]([CH2:14][OH:15])([CH2:8][O:7][CH2:6][C:3]([CH2:16][OH:17])([CH2:4][OH:5])[CH2:2][OH:1])[CH2:12][OH:13].[C:18]([OH:26])(=[O:25])[C:19]1[CH:24]=[CH:23][CH:22]=[CH:21][CH:20]=1.[OH:1][CH:41]([CH2:42][CH2:43][CH2:44][CH2:45][CH2:46][CH3:47])[CH2:40][CH2:39][CH2:38][CH2:37][CH2:36][CH2:35][CH2:34][CH2:33][CH2:32][CH2:28][C:29]([OH:31])=[O:30], predict the reactants needed to synthesize it. The reactants are: [OH:1][CH2:2][C:3]([CH2:16][OH:17])([CH2:6][O:7][CH2:8][C:9]([CH2:14][OH:15])([CH2:12][OH:13])[CH2:10][OH:11])[CH2:4][OH:5].[C:18]([OH:26])(=[O:25])[C:19]1[CH:24]=[CH:23][CH:22]=[CH:21][CH:20]=1.O[CH:28]([CH2:32][CH2:33][CH2:34][CH2:35][CH2:36][CH2:37][CH2:38][CH2:39][CH2:40][CH2:41][CH2:42][CH2:43][CH2:44][CH2:45][CH2:46][CH3:47])[C:29]([OH:31])=[O:30]. (7) The reactants are: [NH:1]1[C:5]2[CH:6]=[CH:7][CH:8]=[CH:9][C:4]=2[N:3]=[C:2]1[C:10]1([C:16]#[N:17])[CH2:15][CH2:14][NH:13][CH2:12][CH2:11]1. Given the product [NH:1]1[C:5]2[CH:6]=[CH:7][CH:8]=[CH:9][C:4]=2[N:3]=[C:2]1[C:10]1([CH2:16][NH2:17])[CH2:11][CH2:12][NH:13][CH2:14][CH2:15]1, predict the reactants needed to synthesize it.